Dataset: Forward reaction prediction with 1.9M reactions from USPTO patents (1976-2016). Task: Predict the product of the given reaction. (1) Given the reactants [C:1]([O:5][C:6]([N:8]1[CH2:16][C@@H:15]2[C@@H:10]([CH2:11][CH2:12][C@H:13]([OH:24])[C@H:14]2[C:17]2[CH:22]=[CH:21][C:20]([F:23])=[CH:19][CH:18]=2)[CH2:9]1)=[O:7])([CH3:4])([CH3:3])[CH3:2].[F:25][C:26]([F:41])([F:40])[C:27]1[CH:28]=[C:29]([CH:33]=[C:34]([C:36]([F:39])([F:38])[F:37])[CH:35]=1)[C:30](Cl)=[O:31], predict the reaction product. The product is: [C:1]([O:5][C:6]([N:8]1[CH2:16][C@@H:15]2[C@@H:10]([CH2:11][CH2:12][C@H:13]([O:24][C:30](=[O:31])[C:29]3[CH:33]=[C:34]([C:36]([F:37])([F:38])[F:39])[CH:35]=[C:27]([C:26]([F:25])([F:40])[F:41])[CH:28]=3)[C@H:14]2[C:17]2[CH:22]=[CH:21][C:20]([F:23])=[CH:19][CH:18]=2)[CH2:9]1)=[O:7])([CH3:4])([CH3:2])[CH3:3]. (2) Given the reactants [CH3:1][S:2](Cl)(=[O:4])=[O:3].[OH:6][CH2:7][CH:8]1[CH2:13][CH2:12][N:11]([C:14]([O:16][C:17]([CH3:20])([CH3:19])[CH3:18])=[O:15])[CH2:10][CH2:9]1.C(N(CC)CC)C, predict the reaction product. The product is: [C:17]([O:16][C:14]([N:11]1[CH2:12][CH2:13][CH:8]([CH2:7][O:6][S:2]([CH3:1])(=[O:4])=[O:3])[CH2:9][CH2:10]1)=[O:15])([CH3:20])([CH3:19])[CH3:18]. (3) Given the reactants Cl[CH2:2][C:3]([NH:5][C@H:6]([CH:25]([CH3:27])[CH3:26])[C:7]([N:9]1[CH2:14][CH2:13][C@@:12]([C:16]2[CH:21]=[CH:20][C:19]([Cl:22])=[CH:18][CH:17]=2)([OH:15])[C:11]([CH3:24])([CH3:23])[CH2:10]1)=[O:8])=[O:4].C(=O)([O-])[O-].[K+].[K+].[OH:34][C:35]1[CH:44]=[CH:43][CH:42]=[CH:41][C:36]=1[C:37]([O:39][CH3:40])=[O:38].CS(C)=O, predict the reaction product. The product is: [Cl:22][C:19]1[CH:20]=[CH:21][C:16]([C@@:12]2([OH:15])[CH2:13][CH2:14][N:9]([C:7](=[O:8])[C@H:6]([NH:5][C:3](=[O:4])[CH2:2][O:34][C:35]3[CH:44]=[CH:43][CH:42]=[CH:41][C:36]=3[C:37]([O:39][CH3:40])=[O:38])[CH:25]([CH3:27])[CH3:26])[CH2:10][C:11]2([CH3:23])[CH3:24])=[CH:17][CH:18]=1. (4) Given the reactants Br[C:2]1[CH:3]=[C:4]([O:17][CH2:18][C:19]2[C:24]([F:25])=[CH:23][CH:22]=[CH:21][C:20]=2[F:26])[C:5]2[N:6]([C:8]([C:12]([O:14][CH2:15][CH3:16])=[O:13])=[C:9]([CH3:11])[N:10]=2)[CH:7]=1.CC(C)([O-])C.[Na+].CC(C1C=C(C(C)C)C(C2C=CC=CC=2P(C2CCCCC2)C2CCCCC2)=C(C(C)C)C=1)C.[NH:67]1[CH2:72][CH2:71][O:70][CH2:69][CH2:68]1, predict the reaction product. The product is: [F:26][C:20]1[CH:21]=[CH:22][CH:23]=[C:24]([F:25])[C:19]=1[CH2:18][O:17][C:4]1[C:5]2[N:6]([C:8]([C:12]([O:14][CH2:15][CH3:16])=[O:13])=[C:9]([CH3:11])[N:10]=2)[CH:7]=[C:2]([N:67]2[CH2:72][CH2:71][O:70][CH2:69][CH2:68]2)[CH:3]=1.